Dataset: Full USPTO retrosynthesis dataset with 1.9M reactions from patents (1976-2016). Task: Predict the reactants needed to synthesize the given product. (1) Given the product [Cl:1][C:2]1[C:3](=[O:10])[N:4]([CH2:22][CH2:23][CH2:24][C:25]2[CH:34]=[CH:33][C:28]([C:29]([O:31][CH3:32])=[O:30])=[CH:27][CH:26]=2)[C:5]([CH3:9])=[C:6]([Cl:8])[CH:7]=1, predict the reactants needed to synthesize it. The reactants are: [Cl:1][C:2]1[C:3](=[O:10])[NH:4][C:5]([CH3:9])=[C:6]([Cl:8])[CH:7]=1.C(=O)([O-])[O-].[K+].[K+].CS(O[CH2:22][CH2:23][CH2:24][C:25]1[CH:34]=[CH:33][C:28]([C:29]([O:31][CH3:32])=[O:30])=[CH:27][CH:26]=1)(=O)=O.[Cl-].[NH4+]. (2) Given the product [O:11]=[C:1]1[C:2]2[C:3](=[CH:7][CH:8]=[CH:9][CH:10]=2)[C:4](=[O:6])[N:12]1[C:13]1[CH:14]=[C:15]([CH2:19][C:20]([OH:22])=[O:21])[CH:16]=[CH:17][CH:18]=1, predict the reactants needed to synthesize it. The reactants are: [C:1]1(=[O:11])[O:6][C:4](=O)[C:3]2=[CH:7][CH:8]=[CH:9][CH:10]=[C:2]12.[NH2:12][C:13]1[CH:14]=[C:15]([CH2:19][C:20]([OH:22])=[O:21])[CH:16]=[CH:17][CH:18]=1. (3) Given the product [CH3:36][C:26]1[CH:31]=[CH:30][C:29]([S:32]([O:24][CH2:23][C:18]([CH2:17][NH:16][C:14]([C:3]2[CH:4]=[N:5][N:6]([C:7]3[CH:8]=[CH:9][C:10]([F:13])=[CH:11][CH:12]=3)[C:2]=2[NH2:1])=[O:15])([OH:25])[C:19]([F:22])([F:21])[F:20])(=[O:34])=[O:33])=[CH:28][CH:27]=1, predict the reactants needed to synthesize it. The reactants are: [NH2:1][C:2]1[N:6]([C:7]2[CH:12]=[CH:11][C:10]([F:13])=[CH:9][CH:8]=2)[N:5]=[CH:4][C:3]=1[C:14]([NH:16][CH2:17][C:18]([OH:25])([CH2:23][OH:24])[C:19]([F:22])([F:21])[F:20])=[O:15].[C:26]1([CH3:36])[CH:31]=[CH:30][C:29]([S:32](Cl)(=[O:34])=[O:33])=[CH:28][CH:27]=1. (4) Given the product [Cl:1][C:2]1[CH:10]=[C:9]2[C:5]([C:6]([C:12]3[N:17]=[C:16]4[C:18]([C:29]([NH:65][CH:66]([CH2:69][OH:70])[CH2:67][OH:68])=[O:30])=[CH:19][N:20]([CH2:21][O:22][CH2:23][CH2:24][Si:25]([CH3:26])([CH3:27])[CH3:28])[C:15]4=[N:14][CH:13]=3)=[N:7][N:8]2[CH3:11])=[CH:4][CH:3]=1, predict the reactants needed to synthesize it. The reactants are: [Cl:1][C:2]1[CH:10]=[C:9]2[C:5]([C:6]([C:12]3[N:17]=[C:16]4[C:18]([C:29](O)=[O:30])=[CH:19][N:20]([CH2:21][O:22][CH2:23][CH2:24][Si:25]([CH3:28])([CH3:27])[CH3:26])[C:15]4=[N:14][CH:13]=3)=[N:7][N:8]2[CH3:11])=[CH:4][CH:3]=1.CN(C(ON1N=NC2C=CC=NC1=2)=[N+](C)C)C.F[P-](F)(F)(F)(F)F.C(N(CC)C(C)C)(C)C.[NH2:65][CH:66]([CH2:69][OH:70])[CH2:67][OH:68].